From a dataset of Catalyst prediction with 721,799 reactions and 888 catalyst types from USPTO. Predict which catalyst facilitates the given reaction. (1) Reactant: [NH2:1][N:2]1[CH:6]=[CH:5][CH:4]=[C:3]1[C:7]([O:9][CH3:10])=[O:8].[C:11]([O:15][C:16]([NH:18][C@@H:19]([CH3:23])[C:20](O)=[O:21])=[O:17])([CH3:14])([CH3:13])[CH3:12].C(N(C(C)C)CC)(C)C.C(P1(=O)OP(CCC)(=O)OP(CCC)(=O)O1)CC. Product: [C:11]([O:15][C:16]([NH:18][CH:19]([CH3:23])[C:20]([NH:1][N:2]1[CH:6]=[CH:5][CH:4]=[C:3]1[C:7]([O:9][CH3:10])=[O:8])=[O:21])=[O:17])([CH3:14])([CH3:13])[CH3:12]. The catalyst class is: 13. (2) Reactant: [F:1][C:2]([F:20])([F:19])[C:3]1[N:7]2[N:8]=[C:9]([N:12]3[CH2:17][CH2:16][C:15](=[O:18])[CH2:14][CH2:13]3)[CH:10]=[CH:11][C:6]2=[N:5][N:4]=1.C[Si]([N-][Si](C)(C)C)(C)C.[Li+].C1C=CC(N([S:38]([C:41]([F:44])([F:43])[F:42])(=[O:40])=[O:39])[S:38]([C:41]([F:44])([F:43])[F:42])(=[O:40])=[O:39])=CC=1.C(Cl)Cl. Product: [F:42][C:41]([F:44])([F:43])[S:38]([O:18][C:15]1[CH2:14][CH2:13][N:12]([C:9]2[CH:10]=[CH:11][C:6]3[N:7]([C:3]([C:2]([F:1])([F:19])[F:20])=[N:4][N:5]=3)[N:8]=2)[CH2:17][CH:16]=1)(=[O:40])=[O:39]. The catalyst class is: 1. (3) Reactant: [Cl:1][C:2]1[C:3]([O:15][CH3:16])=[CH:4][C:5]([N+:12]([O-:14])=[O:13])=[C:6]([NH:8]C(=O)C)[CH:7]=1.O1CCOCC1. Product: [Cl:1][C:2]1[C:3]([O:15][CH3:16])=[CH:4][C:5]([N+:12]([O-:14])=[O:13])=[C:6]([CH:7]=1)[NH2:8]. The catalyst class is: 33. (4) Reactant: [CH2:1]([O:3][C:4]([C:6]1[C:7]([CH:19]([O:23][CH2:24][CH3:25])[O:20][CH2:21][CH3:22])=[N:8][N:9]2[C:14]([O:15][CH3:16])=[CH:13][CH:12]=[C:11]([CH2:17][OH:18])[C:10]=12)=[O:5])[CH3:2].[C:26](OC(=O)C)(=[O:28])[CH3:27]. Product: [CH2:1]([O:3][C:4]([C:6]1[C:7]([CH:19]([O:20][CH2:21][CH3:22])[O:23][CH2:24][CH3:25])=[N:8][N:9]2[C:14]([O:15][CH3:16])=[CH:13][CH:12]=[C:11]([CH2:17][O:18][C:26](=[O:28])[CH3:27])[C:10]=12)=[O:5])[CH3:2]. The catalyst class is: 228.